This data is from Catalyst prediction with 721,799 reactions and 888 catalyst types from USPTO. The task is: Predict which catalyst facilitates the given reaction. (1) Reactant: OS(O)(=O)=O.O=S(=O)=O.[C:10]([OH:21])(=[O:20])[C:11]1[CH:19]=[CH:18][C:14]([C:15]([OH:17])=[O:16])=[CH:13][CH:12]=1.[CH2:22]=O. Product: [C:15]([C:14]1[CH:18]=[C:19]2[C:11](=[CH:12][CH:13]=1)[C:10](=[O:21])[O:20][CH2:22]2)([OH:17])=[O:16]. The catalyst class is: 6. (2) Reactant: [F:1][C:2]1[CH:7]=[CH:6][C:5]([C:8]2[C:16]3[C:11](=[CH:12][CH:13]=[C:14]([C:17]#[C:18][C:19]4[CH:24]=[CH:23][CH:22]=[CH:21][CH:20]=4)[CH:15]=3)[N:10](C3CCCCO3)[N:9]=2)=[CH:4][CH:3]=1.Cl. Product: [F:1][C:2]1[CH:3]=[CH:4][C:5]([C:8]2[C:16]3[C:11](=[CH:12][CH:13]=[C:14]([C:17]#[C:18][C:19]4[CH:20]=[CH:21][CH:22]=[CH:23][CH:24]=4)[CH:15]=3)[NH:10][N:9]=2)=[CH:6][CH:7]=1. The catalyst class is: 7. (3) Reactant: [Cl:1][C:2]1[N:7]=[CH:6][C:5]([NH:8][C:9]([C:11]2[N:12]=[CH:13][N:14]([CH2:26][CH3:27])[C:15]=2[NH:16][C:17](=O)[CH2:18][CH:19]([CH3:24])[C:20]([F:23])([F:22])[F:21])=[O:10])=[CH:4][CH:3]=1. Product: [Cl:1][C:2]1[N:7]=[CH:6][C:5]([N:8]2[C:9](=[O:10])[C:11]3[N:12]=[CH:13][N:14]([CH2:26][CH3:27])[C:15]=3[N:16]=[C:17]2[CH2:18][CH:19]([CH3:24])[C:20]([F:23])([F:22])[F:21])=[CH:4][CH:3]=1. The catalyst class is: 265. (4) Reactant: [F:1][C:2]([F:24])([F:23])[C:3]1[CH:4]=[C:5]([C:13]2[N:17]=[CH:16][N:15](/[CH:18]=[CH:19]\[C:20]([OH:22])=O)[N:14]=2)[CH:6]=[C:7]([C:9]([F:12])([F:11])[F:10])[CH:8]=1.[CH3:25][CH:26]1[N:31]([CH2:32][C:33]([NH:35][NH2:36])=[O:34])[CH:30]([CH3:37])[CH2:29][O:28][CH2:27]1.C(P1(=O)OP(CCC)(=O)OP(CCC)(=O)O1)CC.CCN(C(C)C)C(C)C. Product: [F:1][C:2]([F:24])([F:23])[C:3]1[CH:4]=[C:5]([C:13]2[N:17]=[CH:16][N:15](/[CH:18]=[CH:19]\[C:20]([N:35]([C:33](=[O:34])[CH2:32][N:31]3[CH:26]([CH3:25])[CH2:27][O:28][CH2:29][CH:30]3[CH3:37])[NH2:36])=[O:22])[N:14]=2)[CH:6]=[C:7]([C:9]([F:11])([F:12])[F:10])[CH:8]=1. The catalyst class is: 20.